Dataset: Full USPTO retrosynthesis dataset with 1.9M reactions from patents (1976-2016). Task: Predict the reactants needed to synthesize the given product. (1) Given the product [CH2:2]([O:9][C:10]1[CH:15]=[CH:14][C:13]([C:20]2([OH:24])[CH2:21][CH2:22][CH2:23][C:18]([CH3:25])([CH3:17])[CH2:19]2)=[CH:12][CH:11]=1)[C:3]1[CH:8]=[CH:7][CH:6]=[CH:5][CH:4]=1, predict the reactants needed to synthesize it. The reactants are: [Mg].[CH2:2]([O:9][C:10]1[CH:15]=[CH:14][C:13](Br)=[CH:12][CH:11]=1)[C:3]1[CH:8]=[CH:7][CH:6]=[CH:5][CH:4]=1.[CH3:17][C:18]1([CH3:25])[CH2:23][CH2:22][CH2:21][C:20](=[O:24])[CH2:19]1. (2) The reactants are: [F:1][C:2]1[CH:7]=[C:6]([F:8])[C:5]([CH2:9][NH:10][CH2:11][C:12]([F:15])([F:14])[F:13])=[CH:4][C:3]=1[C@:16]12[CH2:25][O:24][C@@H:23]([CH3:26])[CH2:22][C@H:21]1[CH2:20][S:19][C:18]([NH:27]C(=O)C1C=CC=CC=1)=[N:17]2.FC1C=C(F)C(CNCC(F)(F)F)=CC=1[C@]12CO[C@@H](CF)C[C@H]1CSC(N)=N2. Given the product [F:1][C:2]1[CH:7]=[C:6]([F:8])[C:5]([CH2:9][NH:10][CH2:11][C:12]([F:14])([F:15])[F:13])=[CH:4][C:3]=1[C@:16]12[CH2:25][O:24][C@@H:23]([CH3:26])[CH2:22][C@H:21]1[CH2:20][S:19][C:18]([NH2:27])=[N:17]2, predict the reactants needed to synthesize it. (3) Given the product [CH3:23][O:22][C:20]1[CH:19]=[C:10]([C:11]([C:13]2[CH:18]=[CH:17][CH:16]=[CH:15][CH:14]=2)([OH:12])[C:1]#[CH:2])[CH:9]=[C:8]([O:7][CH3:6])[CH:21]=1, predict the reactants needed to synthesize it. The reactants are: [CH2:1]([Li])[CH2:2]CC.[CH3:6][O:7][C:8]1[CH:9]=[C:10]([CH:19]=[C:20]([O:22][CH3:23])[CH:21]=1)[C:11]([C:13]1[CH:18]=[CH:17][CH:16]=[CH:15][CH:14]=1)=[O:12].[NH4+].[Cl-]. (4) Given the product [CH3:1][O:2][C:3]([C:4]1[CH:9]=[C:8]2[C:7]([C:13]3[CH:18]=[C:17]([CH3:19])[CH:16]=[N:15][C:14]=3[NH:10]2)=[C:6]([NH2:21])[CH:5]=1)=[O:24], predict the reactants needed to synthesize it. The reactants are: [CH3:1][O:2][C:3](=[O:24])[C:4]1[CH:9]=[C:8]([N+:10]([O-])=O)[C:7]([C:13]2[C:14](F)=[N:15][CH:16]=[C:17]([CH3:19])[CH:18]=2)=[C:6]([N+:21]([O-])=O)[CH:5]=1.NC1C=C(C#N)C=C2C=1C1C=C(C)C=NC=1N2.